This data is from Reaction yield outcomes from USPTO patents with 853,638 reactions. The task is: Predict the reaction yield, written as a fraction of the theoretical maximum amount of product (1.0 means a 100% yield; for example, 0.34 means a 34% yield). The reactants are C([O:3][C:4](=[O:32])[CH2:5][CH:6]1[O:10][B:9]([OH:11])[C:8]2[CH:12]=[C:13]([O:17][C:18]3[CH:23]=[CH:22][CH:21]=[C:20]([O:24][CH2:25][C:26]4[CH:31]=[CH:30][CH:29]=[CH:28][CH:27]=4)[CH:19]=3)[CH:14]=[C:15]([CH3:16])[C:7]1=2)C.[Li+].[OH-].Cl. The catalyst is C1COCC1.O. The product is [CH2:25]([O:24][C:20]1[CH:19]=[C:18]([CH:23]=[CH:22][CH:21]=1)[O:17][C:13]1[CH:14]=[C:15]([CH3:16])[C:7]2[CH:6]([CH2:5][C:4]([OH:32])=[O:3])[O:10][B:9]([OH:11])[C:8]=2[CH:12]=1)[C:26]1[CH:27]=[CH:28][CH:29]=[CH:30][CH:31]=1. The yield is 0.910.